From a dataset of Full USPTO retrosynthesis dataset with 1.9M reactions from patents (1976-2016). Predict the reactants needed to synthesize the given product. The reactants are: [C:1](=[C:4]1[C:9](=[O:10])[O:8][C:7]([CH3:12])([CH3:11])[O:6][C:5]1=[O:13])([CH3:3])[CH3:2].[C-:14]#[N:15].[K+]. Given the product [CH3:12][C:7]1([CH3:11])[O:6][C:5](=[O:13])[CH:4]([C:1]([CH3:2])([CH3:3])[C:14]#[N:15])[C:9](=[O:10])[O:8]1, predict the reactants needed to synthesize it.